Dataset: Forward reaction prediction with 1.9M reactions from USPTO patents (1976-2016). Task: Predict the product of the given reaction. (1) Given the reactants [NH2:1][CH2:2][C:3]([CH3:24])([CH3:23])[CH2:4][N:5]1[C:17]2[C:16]3[CH:15]=[CH:14][CH:13]=[CH:12][C:11]=3[N:10]=[C:9]([NH2:18])[C:8]=2[N:7]=[C:6]1[CH2:19][CH2:20][O:21][CH3:22].C(N(CC)CC)C.[C:32](Cl)(=[O:39])[C:33]1[CH:38]=[CH:37][CH:36]=[CH:35][CH:34]=1.C(=O)(O)[O-].[Na+], predict the reaction product. The product is: [NH2:18][C:9]1[C:8]2[N:7]=[C:6]([CH2:19][CH2:20][O:21][CH3:22])[N:5]([CH2:4][C:3]([CH3:24])([CH3:23])[CH2:2][NH:1][C:32](=[O:39])[C:33]3[CH:38]=[CH:37][CH:36]=[CH:35][CH:34]=3)[C:17]=2[C:16]2[CH:15]=[CH:14][CH:13]=[CH:12][C:11]=2[N:10]=1. (2) Given the reactants C(Cl)(=O)C(Cl)=O.[C:7]1([N:13]2[C:21]3[C:16](=[CH:17][CH:18]=[CH:19][CH:20]=3)[CH:15]=[C:14]2[C:22]([OH:24])=O)[CH:12]=[CH:11][CH:10]=[CH:9][CH:8]=1.[Cl:25][C:26]1[CH:27]=[C:28]([N:32]2[CH2:37][CH2:36][NH:35][CH2:34][CH2:33]2)[CH:29]=[CH:30][CH:31]=1.C(N(CC)CC)C, predict the reaction product. The product is: [Cl:25][C:26]1[CH:27]=[C:28]([N:32]2[CH2:37][CH2:36][N:35]([C:22]([C:14]3[N:13]([C:7]4[CH:8]=[CH:9][CH:10]=[CH:11][CH:12]=4)[C:21]4[C:16]([CH:15]=3)=[CH:17][CH:18]=[CH:19][CH:20]=4)=[O:24])[CH2:34][CH2:33]2)[CH:29]=[CH:30][CH:31]=1. (3) The product is: [S:1]1[CH:5]=[CH:4][C:3]([C:6]2[CH:7]=[C:8]([C:16]3[N:17]=[C:18]([CH2:21][CH2:22][C:23]([OH:25])=[O:24])[O:19][CH:20]=3)[CH:9]=[C:10]([C:12]([F:13])([F:14])[F:15])[CH:11]=2)=[CH:2]1. Given the reactants [S:1]1[CH:5]=[CH:4][C:3]([C:6]2[CH:7]=[C:8]([C:16]3[N:17]=[C:18]([CH2:21][CH2:22][C:23]([O:25]C)=[O:24])[O:19][CH:20]=3)[CH:9]=[C:10]([C:12]([F:15])([F:14])[F:13])[CH:11]=2)=[CH:2]1.ClC1C=C(C2N=C(CCC(O)=O)OC=2)C=C(C(F)(F)F)C=1, predict the reaction product. (4) Given the reactants [NH:1]([C:3]1[CH:11]=[CH:10][C:6]([C:7]([OH:9])=[O:8])=[CH:5][CH:4]=1)[NH2:2].S(Cl)(Cl)=O.[CH:16](=O)[C:17]1[CH:22]=[CH:21][CH:20]=[CH:19][CH:18]=1.[C:24]([O-])(O)=O.[Na+], predict the reaction product. The product is: [CH:16](=[N:2][NH:1][C:3]1[CH:4]=[CH:5][C:6]([C:7]([O:9][CH3:24])=[O:8])=[CH:10][CH:11]=1)[C:17]1[CH:22]=[CH:21][CH:20]=[CH:19][CH:18]=1. (5) The product is: [Cl:55][C:49]1[CH:50]=[C:51]([Cl:54])[CH:52]=[CH:53][C:48]=1[C:47]1[CH:46]=[C:45]([O:56][CH2:57][CH2:68][CH2:69][N:12]2[CH2:7][CH2:8][CH2:9][CH2:10][CH2:11]2)[N:44]=[C:43]2[NH:39][CH:40]=[C:41]([C:64]#[N:65])[C:42]=12. Given the reactants C(N(CC)CCO[C:7]1[N:12]=[C:11]2NC=C(C#N)[C:10]2=[C:9](C2C=CC=CC=2)[CH:8]=1)C.C([N:39]1[C:43]2=[N:44][C:45]([O:56][CH2:57]CN(CC)CC)=[CH:46][C:47]([C:48]3[CH:53]=[CH:52][C:51]([Cl:54])=[CH:50][C:49]=3[Cl:55])=[C:42]2[C:41]([C:64]#[N:65])=[CH:40]1)(C1C=CC=CC=1)C1C=CC=CC=1.Cl.Cl[CH2:68][CH2:69]CON1CCCCC1, predict the reaction product.